This data is from Catalyst prediction with 721,799 reactions and 888 catalyst types from USPTO. The task is: Predict which catalyst facilitates the given reaction. The catalyst class is: 19. Product: [O:18]1[CH2:19][CH2:20][CH2:21][CH2:22][CH:17]1[O:16][CH2:15][CH2:14][O:13][CH:11]1[CH2:12][CH:9]([NH2:8])[CH2:10]1. Reactant: C([N:8](CC1C=CC=CC=1)[CH:9]1[CH2:12][CH:11]([O:13][CH2:14][CH2:15][O:16][CH:17]2[CH2:22][CH2:21][CH2:20][CH2:19][O:18]2)[CH2:10]1)C1C=CC=CC=1.